From a dataset of Full USPTO retrosynthesis dataset with 1.9M reactions from patents (1976-2016). Predict the reactants needed to synthesize the given product. (1) Given the product [Br:11][C:7]1[CH:6]=[C:5]([CH3:9])[C:4]([NH2:10])=[C:3]([O:2][CH3:1])[CH:8]=1.[BrH:11], predict the reactants needed to synthesize it. The reactants are: [CH3:1][O:2][C:3]1[CH:8]=[CH:7][CH:6]=[C:5]([CH3:9])[C:4]=1[NH2:10].[Br:11]Br.C(OCC)(=O)C. (2) Given the product [CH3:34][O:33][N:32]([CH3:31])[C:14]([C@H:10]1[CH2:11][CH2:12][CH2:13][N:8]([C:6]([OH:5])=[O:7])[CH2:9]1)=[O:16], predict the reactants needed to synthesize it. The reactants are: C([O:5][C:6]([N:8]1[CH2:13][CH2:12][CH2:11][CH:10]([C:14]([OH:16])=O)[CH2:9]1)=[O:7])(C)(C)C.CN1CCCCC1.ClC(OCC)=O.Cl.[CH3:31][NH:32][O:33][CH3:34]. (3) The reactants are: [CH3:1][O:2][C:3]1[CH:8]=[CH:7][C:6]([NH:9][CH:10]2[CH2:15][CH2:14][N:13]([C:16]([O:18][C:19]([CH3:22])([CH3:21])[CH3:20])=[O:17])[CH2:12][CH2:11]2)=[CH:5][CH:4]=1.Cl[CH2:24][C:25]1[CH:30]=[CH:29][N:28]=[C:27]([C:31]2[CH:36]=[CH:35][CH:34]=[C:33]([F:37])[CH:32]=2)[CH:26]=1. Given the product [C:19]([O:18][C:16]([N:13]1[CH2:14][CH2:15][CH:10]([N:9]([CH2:24][C:25]2[CH:30]=[CH:29][N:28]=[C:27]([C:31]3[CH:36]=[CH:35][CH:34]=[C:33]([F:37])[CH:32]=3)[CH:26]=2)[C:6]2[CH:5]=[CH:4][C:3]([O:2][CH3:1])=[CH:8][CH:7]=2)[CH2:11][CH2:12]1)=[O:17])([CH3:22])([CH3:21])[CH3:20], predict the reactants needed to synthesize it. (4) Given the product [NH2:1][CH:4]1[CH:8]([F:9])[CH2:7][N:6]([C:10]([O:12][CH2:13][C:14]2[CH:19]=[CH:18][CH:17]=[CH:16][CH:15]=2)=[O:11])[CH2:5]1, predict the reactants needed to synthesize it. The reactants are: [N:1]([CH:4]1[CH:8]([F:9])[CH2:7][N:6]([C:10]([O:12][CH2:13][C:14]2[CH:19]=[CH:18][CH:17]=[CH:16][CH:15]=2)=[O:11])[CH2:5]1)=[N+]=[N-]. (5) Given the product [OH:1][C:2]1[CH:3]=[CH:4][C:5]([C:8]2[N:13]=[C:12]([NH:14][C:15]3[CH:23]=[CH:22][C:18]([C:19]([NH:34][CH2:27][CH2:26][N:28]4[CH2:31][CH2:32][CH2:30][CH2:29]4)=[O:21])=[CH:17][C:16]=3[O:24][CH3:25])[CH:11]=[N:10][CH:9]=2)=[CH:6][CH:7]=1, predict the reactants needed to synthesize it. The reactants are: [OH:1][C:2]1[CH:7]=[CH:6][C:5]([C:8]2[N:13]=[C:12]([NH:14][C:15]3[CH:23]=[CH:22][C:18]([C:19]([OH:21])=O)=[CH:17][C:16]=3[O:24][CH3:25])[CH:11]=[N:10][CH:9]=2)=[CH:4][CH:3]=1.[CH2:26]([N:28]([CH2:31][CH3:32])[CH2:29][CH3:30])[CH3:27].C[N:34](C(ON1N=NC2C=CC=CC1=2)=[N+](C)C)C.[B-](F)(F)(F)F. (6) Given the product [F:8][C:4]1[CH:3]=[C:2]([CH:7]=[CH:6][CH:5]=1)[C:12]([C@@H:14]1[CH2:19][CH2:18][CH2:17][N:16]([C:20]([O:22][C:23]([CH3:26])([CH3:25])[CH3:24])=[O:21])[CH2:15]1)=[O:13], predict the reactants needed to synthesize it. The reactants are: Br[C:2]1[CH:7]=[CH:6][CH:5]=[C:4]([F:8])[CH:3]=1.CON(C)[C:12]([C@@H:14]1[CH2:19][CH2:18][CH2:17][N:16]([C:20]([O:22][C:23]([CH3:26])([CH3:25])[CH3:24])=[O:21])[CH2:15]1)=[O:13]. (7) Given the product [CH2:2]([C:1]1[C:7]2[CH2:12][CH2:11][CH2:10][CH2:9][C:8]=2[N:14]([CH2:16][C:17]2[CH:26]=[CH:25][C:20]([C:21]([O:23][CH3:24])=[O:22])=[CH:19][CH:18]=2)[N:15]=1)[CH2:3][CH2:4][CH3:5], predict the reactants needed to synthesize it. The reactants are: [C:1]([CH:7]1[CH2:12][CH2:11][CH2:10][CH2:9][C:8]1=O)(=O)[CH2:2][CH2:3][CH2:4][CH3:5].[NH:14]([CH2:16][C:17]1[CH:26]=[CH:25][C:20]([C:21]([O:23][CH3:24])=[O:22])=[CH:19][CH:18]=1)[NH2:15].C1(C)C=CC(S(O)(=O)=O)=CC=1.